Dataset: Full USPTO retrosynthesis dataset with 1.9M reactions from patents (1976-2016). Task: Predict the reactants needed to synthesize the given product. (1) Given the product [F:1][C:2]([F:10])([F:9])[CH:3]([O:8][C:12]([N:43]1[CH2:44][CH2:45][N:40]([CH:39]([C:36]2[CH:35]=[CH:34][C:33]([Cl:32])=[CH:38][CH:37]=2)[C:47]2[CH:48]=[CH:49][C:50]([Cl:53])=[CH:51][CH:52]=2)[CH:41]([CH3:46])[CH2:42]1)=[O:14])[C:4]([F:7])([F:6])[F:5], predict the reactants needed to synthesize it. The reactants are: [F:1][C:2]([F:10])([F:9])[CH:3]([OH:8])[C:4]([F:7])([F:6])[F:5].Cl[C:12](Cl)([O:14]C(=O)OC(Cl)(Cl)Cl)Cl.C(N(CC)C(C)C)(C)C.[Cl:32][C:33]1[CH:38]=[CH:37][C:36]([CH:39]([C:47]2[CH:52]=[CH:51][C:50]([Cl:53])=[CH:49][CH:48]=2)[N:40]2[CH2:45][CH2:44][NH:43][CH2:42][CH:41]2[CH3:46])=[CH:35][CH:34]=1. (2) Given the product [F:1][C:2]1[CH:3]=[CH:4][C:5]2[N:9]=[C:8]([CH2:10][N:11]([CH3:25])[S:12]([C:15]3[C:20]([CH3:21])=[CH:19][C:18]([O:22][CH3:23])=[CH:17][C:16]=3[CH3:24])(=[O:14])=[O:13])[NH:7][C:6]=2[C:26]=1[C:27]([OH:29])=[O:28], predict the reactants needed to synthesize it. The reactants are: [F:1][C:2]1[CH:3]=[CH:4][C:5]2[N:9]=[C:8]([CH2:10][N:11]([CH3:25])[S:12]([C:15]3[C:20]([CH3:21])=[CH:19][C:18]([O:22][CH3:23])=[CH:17][C:16]=3[CH3:24])(=[O:14])=[O:13])[NH:7][C:6]=2[C:26]=1[C:27]([O:29]CC)=[O:28].[Li+].[OH-].